Task: Predict the product of the given reaction.. Dataset: Forward reaction prediction with 1.9M reactions from USPTO patents (1976-2016) (1) Given the reactants [Br:1][C:2]1[CH:3]=[C:4]2[C:8](=[CH:9][C:10]=1[N+:11]([O-:13])=[O:12])[NH:7][N:6]=[CH:5]2.[OH-].[K+].C1C(=O)N([I:23])C(=O)C1.O, predict the reaction product. The product is: [Br:1][C:2]1[CH:3]=[C:4]2[C:8](=[CH:9][C:10]=1[N+:11]([O-:13])=[O:12])[NH:7][N:6]=[C:5]2[I:23]. (2) Given the reactants [CH3:1][C@H:2]1[CH2:7][C@@H:6]([OH:8])[C@H:5]([CH:9]([CH3:11])[CH3:10])[CH2:4][CH2:3]1, predict the reaction product. The product is: [CH3:1][C@H:2]1[CH2:7][C@@H:6]([OH:8])[C@H:5]([C:9]([CH3:11])=[CH2:10])[CH2:4][CH2:3]1. (3) Given the reactants [CH2:1]([O:8][C:9]([CH:11]([CH2:30][CH2:31][CH3:32])[CH2:12][C:13]1([C:18]([NH:20][C@@H:21]2[CH2:26][CH2:25][C@H:24]([C:27](O)=[O:28])[CH2:23][CH2:22]2)=[O:19])[CH2:17][CH2:16][CH2:15][CH2:14]1)=[O:10])[C:2]1[CH:7]=[CH:6][CH:5]=[CH:4][CH:3]=1.[CH3:33][NH2:34], predict the reaction product. The product is: [CH3:33][NH:34][C:27]([C@@H:24]1[CH2:25][CH2:26][C@H:21]([NH:20][C:18]([C:13]2([CH2:12][CH:11]([CH2:30][CH2:31][CH3:32])[C:9]([O:8][CH2:1][C:2]3[CH:7]=[CH:6][CH:5]=[CH:4][CH:3]=3)=[O:10])[CH2:17][CH2:16][CH2:15][CH2:14]2)=[O:19])[CH2:22][CH2:23]1)=[O:28].